This data is from CYP1A2 inhibition data for predicting drug metabolism from PubChem BioAssay. The task is: Regression/Classification. Given a drug SMILES string, predict its absorption, distribution, metabolism, or excretion properties. Task type varies by dataset: regression for continuous measurements (e.g., permeability, clearance, half-life) or binary classification for categorical outcomes (e.g., BBB penetration, CYP inhibition). Dataset: cyp1a2_veith. (1) The compound is COc1ccc2c(c1)Cc1sc(NC(=O)c3ccco3)nc1-2. The result is 1 (inhibitor). (2) The molecule is NC(=O)C1(N2CCCCC2)CCN(C(=O)c2cccn3c(=O)c4cc(Cl)ccc4nc23)CC1. The result is 0 (non-inhibitor). (3) The drug is O=c1ncn(-c2ccccc2F)c2ncccc12. The result is 0 (non-inhibitor).